From a dataset of Catalyst prediction with 721,799 reactions and 888 catalyst types from USPTO. Predict which catalyst facilitates the given reaction. (1) Reactant: [CH2:1]([NH:3][C:4](=[O:36])[NH:5][C:6]1[CH:11]=[CH:10][C:9]([C:12]2[N:13]=[C:14]([N:29]3[CH2:34][CH2:33][O:32][CH2:31][C@@H:30]3[CH3:35])[C:15]3[CH2:21]C[N:19]([C:22]([O:24][C:25]([CH3:28])(C)C)=[O:23])[CH2:18][C:16]=3[N:17]=2)=[CH:8][CH:7]=1)[CH3:2].Cl[C:38]1[N:39]=[C:40](N2CCOC[C@@H]2C)[C:41]2CN(C(OCC)=O)CC=2N=1.N1C=CC(NC(NC2C=CC(B3OC(C)(C)C(C)(C)O3)=CC=2)=O)=CC=1. Product: [CH3:35][C@@H:30]1[N:29]([C:14]2[C:15]3[CH2:21][N:19]([C:22]([O:24][CH2:25][CH3:28])=[O:23])[CH2:18][C:16]=3[N:17]=[C:12]([C:9]3[CH:10]=[CH:11][C:6]([NH:5][C:4]([NH:3][C:1]4[CH:41]=[CH:40][N:39]=[CH:38][CH:2]=4)=[O:36])=[CH:7][CH:8]=3)[N:13]=2)[CH2:34][CH2:33][O:32][CH2:31]1. The catalyst class is: 140. (2) Reactant: [NH2:1][C:2]1[N:3]=[CH:4][C:5]([C:9]2[CH:14]=[CH:13][C:12]([S:15]([NH:18][CH:19]3[CH2:21][CH2:20]3)(=[O:17])=[O:16])=[CH:11][CH:10]=2)=[N:6][C:7]=1Br.C[Sn](C)(C)[C:24]1[CH:25]=[C:26]2[C:31](=[CH:32][N:33]=1)[C:30](=[O:34])[NH:29][CH2:28][CH2:27]2. Product: [NH2:1][C:2]1[N:3]=[CH:4][C:5]([C:9]2[CH:14]=[CH:13][C:12]([S:15]([NH:18][CH:19]3[CH2:21][CH2:20]3)(=[O:17])=[O:16])=[CH:11][CH:10]=2)=[N:6][C:7]=1[C:24]1[N:33]=[CH:32][C:31]2[C:30](=[O:34])[NH:29][CH2:28][CH2:27][C:26]=2[CH:25]=1. The catalyst class is: 77.